Regression. Given a peptide amino acid sequence and an MHC pseudo amino acid sequence, predict their binding affinity value. This is MHC class I binding data. From a dataset of Peptide-MHC class I binding affinity with 185,985 pairs from IEDB/IMGT. (1) The peptide sequence is YYATSYLEY. The MHC is HLA-A24:02 with pseudo-sequence HLA-A24:02. The binding affinity (normalized) is 0.398. (2) The peptide sequence is AVFQPSTGNY. The MHC is HLA-A32:01 with pseudo-sequence HLA-A32:01. The binding affinity (normalized) is 0. (3) The peptide sequence is PRTLNAWVKL. The MHC is Mamu-A07 with pseudo-sequence Mamu-A07. The binding affinity (normalized) is 0. (4) The peptide sequence is VTPLLKIL. The MHC is Mamu-A01 with pseudo-sequence Mamu-A01. The binding affinity (normalized) is 0.641. (5) The peptide sequence is EQFPNATAF. The MHC is HLA-B58:01 with pseudo-sequence HLA-B58:01. The binding affinity (normalized) is 0.0847. (6) The peptide sequence is GSFKEYVFW. The MHC is HLA-B58:01 with pseudo-sequence HLA-B58:01. The binding affinity (normalized) is 0.809.